Dataset: CYP2C9 inhibition data for predicting drug metabolism from PubChem BioAssay. Task: Regression/Classification. Given a drug SMILES string, predict its absorption, distribution, metabolism, or excretion properties. Task type varies by dataset: regression for continuous measurements (e.g., permeability, clearance, half-life) or binary classification for categorical outcomes (e.g., BBB penetration, CYP inhibition). Dataset: cyp2c9_veith. (1) The compound is CO[C@@H]1COC(=O)CCC[C@@H](C)[C@H](OC)COC(=O)CCC[C@H]1C. The result is 0 (non-inhibitor). (2) The molecule is Cc1ccc(NC(=O)c2cc(Cl)nc3ccccc23)cc1. The result is 0 (non-inhibitor).